This data is from Reaction yield outcomes from USPTO patents with 853,638 reactions. The task is: Predict the reaction yield, written as a fraction of the theoretical maximum amount of product (1.0 means a 100% yield; for example, 0.34 means a 34% yield). (1) The reactants are [Cl:1][C:2]1[CH:3]=[C:4]([C:12]([OH:14])=O)[CH:5]=[N:6][C:7]=1[O:8][CH:9]([CH3:11])[CH3:10].C(N(CC)CC)C.O.OC1C2N=NNC=2C=CC=1.C(Cl)CCl.O[NH:38][C:39]([C:41]1[CH:42]=[C:43]2[C:47](=[CH:48][CH:49]=1)[NH:46][N:45]=[CH:44]2)=[NH:40]. The catalyst is CN(C=O)C.CCOC(C)=O. The product is [Cl:1][C:2]1[CH:3]=[C:4]([C:12]2[O:14][N:38]=[C:39]([C:41]3[CH:42]=[C:43]4[C:47](=[CH:48][CH:49]=3)[NH:46][N:45]=[CH:44]4)[N:40]=2)[CH:5]=[N:6][C:7]=1[O:8][CH:9]([CH3:10])[CH3:11]. The yield is 0.580. (2) The reactants are [CH3:1][C:2]1[NH:3][C:4](=[O:26])[C:5]([CH2:11][C:12]2[CH:17]=[CH:16][C:15]([C:18]3[C:19]([C:24]#[N:25])=[CH:20][CH:21]=[CH:22][CH:23]=3)=[CH:14][CH:13]=2)=[C:6]([CH2:8][CH2:9][CH3:10])[N:7]=1.[CH3:27][C:28]1([CH3:42])[CH2:37][C:36](=[O:38])[C:35]2[C:30](=[CH:31][CH:32]=[C:33](B(O)O)[CH:34]=2)[O:29]1.N1C=CC=CC=1.C(N(CC)CC)C. The catalyst is C(OCC)(=O)C.C([O-])(=O)C.[Cu+2].C([O-])(=O)C.ClCCl. The product is [CH3:27][C:28]1([CH3:42])[CH2:37][C:36](=[O:38])[C:35]2[C:30](=[CH:31][CH:32]=[C:33]([N:3]3[C:4](=[O:26])[C:5]([CH2:11][C:12]4[CH:17]=[CH:16][C:15]([C:18]5[C:19]([C:24]#[N:25])=[CH:20][CH:21]=[CH:22][CH:23]=5)=[CH:14][CH:13]=4)=[C:6]([CH2:8][CH2:9][CH3:10])[N:7]=[C:2]3[CH3:1])[CH:34]=2)[O:29]1. The yield is 0.450. (3) The reactants are C(O[C:9]1[CH:27]=[CH:26][CH:25]=[CH:24][C:10]=1[C:11]([NH:13][C:14]1[CH:19]=[CH:18][CH:17]=[CH:16][C:15]=1[S:20](=[O:23])(=[O:22])[NH2:21])=[O:12])C1C=CC=CC=1.[F:28][C:29]1[CH:37]=[C:36]([F:38])[CH:35]=[CH:34][C:30]=1[C:31](Cl)=[O:32].[C:39](=[O:42])([O-])[O-].[K+].[K+]. The catalyst is O.O1CCOCC1. The product is [CH2:39]([O:42][C:25]1[CH:24]=[C:10]([CH:9]=[CH:27][CH:26]=1)[C:11]([NH:13][C:14]1[CH:19]=[CH:18][CH:17]=[CH:16][C:15]=1[S:20]([NH:21][C:31](=[O:32])[C:30]1[CH:34]=[CH:35][C:36]([F:38])=[CH:37][C:29]=1[F:28])(=[O:22])=[O:23])=[O:12])[C:9]1[CH:27]=[CH:26][CH:25]=[CH:24][CH:10]=1. The yield is 0.860.